This data is from Forward reaction prediction with 1.9M reactions from USPTO patents (1976-2016). The task is: Predict the product of the given reaction. Given the reactants [CH2:1]([C@@H:3]1[CH2:8][CH2:7][C@H:6]([O:9][C:10]2[C:11]([C:22]([F:25])([F:24])[F:23])=[C:12]3[C:17](=[CH:18][CH:19]=2)[CH:16]=[C:15]([CH:20]=[O:21])[CH:14]=[CH:13]3)[CH2:5][CH2:4]1)[CH3:2].[CH2:26](Br)[CH3:27].C([C@@H]1CC[C@H](OC2C(C(F)(F)F)=C3C(=CC=2)C=C(C(O)C)C=C3)CC1)C, predict the reaction product. The product is: [CH2:1]([C@@H:3]1[CH2:4][CH2:5][C@H:6]([O:9][C:10]2[C:11]([C:22]([F:23])([F:24])[F:25])=[C:12]3[C:17](=[CH:18][CH:19]=2)[CH:16]=[C:15]([CH:20]([OH:21])[CH2:26][CH3:27])[CH:14]=[CH:13]3)[CH2:7][CH2:8]1)[CH3:2].